This data is from Full USPTO retrosynthesis dataset with 1.9M reactions from patents (1976-2016). The task is: Predict the reactants needed to synthesize the given product. (1) Given the product [Cl:1][C:2]1[CH:3]=[C:4]([CH:19]=[CH:20][C:21]=1[C:22]([N:59]1[CH2:60][CH2:61][NH:56][C:57](=[O:62])[CH2:58]1)=[O:23])[C:5]([NH:7][CH2:8][C:9]1[NH:13][C:12]2[CH:14]=[CH:15][C:16]([Cl:18])=[CH:17][C:11]=2[N:10]=1)=[O:6], predict the reactants needed to synthesize it. The reactants are: [Cl:1][C:2]1[CH:3]=[C:4]([CH:19]=[CH:20][C:21]=1[C:22](O)=[O:23])[C:5]([NH:7][CH2:8][C:9]1[NH:13][C:12]2[CH:14]=[CH:15][C:16]([Cl:18])=[CH:17][C:11]=2[N:10]=1)=[O:6].CN(C(ON1N=NC2C=CC=CC1=2)=[N+](C)C)C.[B-](F)(F)(F)F.C(N(C(C)C)CC)(C)C.[NH:56]1[CH2:61][CH2:60][NH:59][CH2:58][C:57]1=[O:62].ClCl. (2) Given the product [ClH:41].[ClH:41].[ClH:41].[NH2:33][CH2:32][CH2:31][NH:30][C:28]([NH:27][C:5]1[CH:4]=[N:3][N:2]([CH3:1])[C:6]=1[NH2:7])=[O:29], predict the reactants needed to synthesize it. The reactants are: [CH3:1][N:2]1[C:6]([NH:7]C(C2C=CC=CC=2)(C2C=CC=CC=2)C2C=CC=CC=2)=[C:5]([NH:27][C:28]([NH:30][CH2:31][CH2:32][NH:33]C(=O)OC(C)(C)C)=[O:29])[CH:4]=[N:3]1.[ClH:41].